This data is from Full USPTO retrosynthesis dataset with 1.9M reactions from patents (1976-2016). The task is: Predict the reactants needed to synthesize the given product. (1) Given the product [N+:1]([S:12][CH2:11][C@@H:10]([C:15]([NH:17][CH2:18][C:19]([OH:21])=[O:20])=[O:16])[NH:9][C:7](=[O:8])[CH2:6][CH2:5][C@@H:22]([C:23]([OH:25])=[O:24])[NH2:26])([O-:3])=[O:2].[CH2:5]([C@H:22]([NH2:26])[C:23]([OH:25])=[O:24])[CH2:6][C:7]([NH:9][C@H:10]([C:15]([NH:17][CH2:18][C:19]([OH:21])=[O:20])=[O:16])[CH2:11][S:12][N:13]=[O:14])=[O:8], predict the reactants needed to synthesize it. The reactants are: [N:1]([O-:3])=[O:2].[Na+].[CH2:5]([C@H:22]([NH2:26])[C:23]([OH:25])=[O:24])[CH2:6][C:7]([NH:9][C@H:10]([C:15]([NH:17][CH2:18][C:19]([OH:21])=[O:20])=[O:16])[CH2:11][S:12][N:13]=[O:14])=[O:8]. (2) Given the product [OH:22][C:14]1[C:15]2[CH:21]=[CH:20][N:19]=[CH:18][C:16]=2[N:17]=[C:12]([O:11][C:9]2[CH:8]=[N:7][N:6]([C@@H:3]3[CH2:4][CH2:5][N:1]([C:38](=[O:37])[CH2:39][C:40]#[N:41])[CH2:2]3)[CH:10]=2)[N:13]=1, predict the reactants needed to synthesize it. The reactants are: [NH:1]1[CH2:5][CH2:4][C@@H:3]([N:6]2[CH:10]=[C:9]([O:11][C:12]3[N:13]=[C:14]([OH:22])[C:15]4[CH:21]=[CH:20][N:19]=[CH:18][C:16]=4[N:17]=3)[CH:8]=[N:7]2)[CH2:2]1.CCN(CC)CC.O=C1CCC(=O)N1[O:37][C:38](=O)[CH2:39][C:40]#[N:41]. (3) Given the product [F:24][C:20]1[CH:19]=[C:18]([C:15]2[CH:14]=[CH:13][C:12]([CH2:11][NH:10][C:8]([C:5]3[N:6]=[CH:7][C:2]([N:27]4[CH:28]=[CH:29][CH:30]=[CH:31][C:26]4=[O:25])=[CH:3][CH:4]=3)=[O:9])=[CH:17][N:16]=2)[CH:23]=[CH:22][N:21]=1, predict the reactants needed to synthesize it. The reactants are: Br[C:2]1[CH:3]=[CH:4][C:5]([C:8]([NH:10][CH2:11][C:12]2[CH:13]=[CH:14][C:15]([C:18]3[CH:23]=[CH:22][N:21]=[C:20]([F:24])[CH:19]=3)=[N:16][CH:17]=2)=[O:9])=[N:6][CH:7]=1.[OH:25][C:26]1[CH:31]=[CH:30][CH:29]=[CH:28][N:27]=1.CN[C@@H]1CCCC[C@H]1NC.C([O-])([O-])=O.[K+].[K+]. (4) Given the product [Br:16][C:17]1[C:18]([NH:24][CH:25]2[CH2:28][CH2:29][CH2:27][CH2:26]2)=[N:19][C:20]([Cl:23])=[N:21][CH:22]=1, predict the reactants needed to synthesize it. The reactants are: C1(N)CCCC1.BrC1C(Cl)=NC(Cl)=NC=1.[Br:16][C:17]1[C:18]([NH:24][CH:25]([CH2:28][CH3:29])[CH2:26][CH3:27])=[N:19][C:20]([Cl:23])=[N:21][CH:22]=1.